Dataset: Forward reaction prediction with 1.9M reactions from USPTO patents (1976-2016). Task: Predict the product of the given reaction. (1) The product is: [CH3:39][N:2]([CH3:1])[C:3]1[N:12]=[C:11]([NH:13][C@H:14]([C:16]2[CH:17]=[CH:18][C:19]([NH:22][C:23]([CH:25]3[CH2:26][CH2:27][NH:28][CH2:29][CH2:30]3)=[O:24])=[CH:20][CH:21]=2)[CH3:15])[C:10]2[C:5](=[CH:6][C:7]([CH3:38])=[CH:8][CH:9]=2)[N:4]=1. Given the reactants [CH3:1][N:2]([CH3:39])[C:3]1[N:12]=[C:11]([NH:13][C@H:14]([C:16]2[CH:21]=[CH:20][C:19]([NH:22][C:23]([CH:25]3[CH2:30][CH2:29][N:28](C(OC(C)(C)C)=O)[CH2:27][CH2:26]3)=[O:24])=[CH:18][CH:17]=2)[CH3:15])[C:10]2[C:5](=[CH:6][C:7]([CH3:38])=[CH:8][CH:9]=2)[N:4]=1.FC(F)(F)C(O)=O, predict the reaction product. (2) Given the reactants [F:1][C:2](=[C:10]([F:12])[F:11])[CH2:3][CH2:4][CH:5]([C:8]#[N:9])[C:6]#[N:7].[H-].[Na+].Br[CH2:16][C:17]1[CH:22]=[CH:21][C:20]([C:23]#[N:24])=[CH:19][CH:18]=1, predict the reaction product. The product is: [C:23]([C:20]1[CH:21]=[CH:22][C:17]([CH2:16][C:5]([CH2:4][CH2:3][C:2]([F:1])=[C:10]([F:11])[F:12])([C:6]#[N:7])[C:8]#[N:9])=[CH:18][CH:19]=1)#[N:24]. (3) Given the reactants [CH3:1][N:2]1[CH2:19][CH2:18][C:5]2[N:6]([CH2:14][C:15]([OH:17])=O)[C:7]3[CH:8]=[CH:9][C:10]([CH3:13])=[CH:11][C:12]=3[C:4]=2[CH2:3]1.[CH3:20][CH:21]1[CH2:26][CH2:25][CH2:24][NH:23][CH2:22]1.C1CCC(N=C=NC2CCCCC2)CC1, predict the reaction product. The product is: [CH3:1][N:2]1[CH2:19][CH2:18][C:5]2[N:6]([CH2:14][C:15]([N:23]3[CH2:24][CH2:25][CH2:26][CH:21]([CH3:20])[CH2:22]3)=[O:17])[C:7]3[CH:8]=[CH:9][C:10]([CH3:13])=[CH:11][C:12]=3[C:4]=2[CH2:3]1. (4) Given the reactants [C:1]([NH:4][C:5]1[CH:10]=[CH:9][C:8]([S:11](Cl)(=[O:13])=[O:12])=[CH:7][CH:6]=1)(=[O:3])[CH3:2].[CH3:15][N:16]1[CH2:21][CH2:20][NH:19][CH2:18][CH2:17]1.C(N(CC)CC)C.O, predict the reaction product. The product is: [CH3:15][N:16]1[CH2:21][CH2:20][N:19]([S:11]([C:8]2[CH:9]=[CH:10][C:5]([NH:4][C:1](=[O:3])[CH3:2])=[CH:6][CH:7]=2)(=[O:13])=[O:12])[CH2:18][CH2:17]1. (5) Given the reactants [NH2:1][CH2:2][C@@H:3]1[O:7][C:6](=[O:8])[N:5]([C:9]2[CH:14]=[C:13]([F:15])[C:12]([C:16]3[CH2:17][CH2:18][N:19]([CH2:22][C:23]4[CH:28]=[CH:27][CH:26]=[CH:25][CH:24]=4)[CH2:20][CH:21]=3)=[C:11]([F:29])[CH:10]=2)[CH2:4]1.C(N(C(C)C)CC)(C)C.C1(C)C(S([NH:48][N:49]=[C:50]([CH3:54])[CH:51](Cl)Cl)(=O)=O)=CC=CC=1, predict the reaction product. The product is: [CH2:22]([N:19]1[CH2:18][CH:17]=[C:16]([C:12]2[C:13]([F:15])=[CH:14][C:9]([N:5]3[CH2:4][C@H:3]([CH2:2][N:1]4[CH:51]=[C:50]([CH3:54])[N:49]=[N:48]4)[O:7][C:6]3=[O:8])=[CH:10][C:11]=2[F:29])[CH2:21][CH2:20]1)[C:23]1[CH:28]=[CH:27][CH:26]=[CH:25][CH:24]=1. (6) Given the reactants [CH3:1][NH:2][C:3]1[N:8]=[C:7]([C:9]2[CH:14]=[CH:13][CH:12]=[CH:11][CH:10]=2)[N:6]=[C:5]([NH:15][C@H:16]2[CH2:21][CH2:20][C@H:19]([C:22]([OH:24])=O)[CH2:18][CH2:17]2)[N:4]=1.[F:25][C:26]([F:36])([F:35])[C:27]1[CH:32]=[CH:31][CH:30]=[CH:29][C:28]=1[CH2:33][NH2:34].CCN=C=NCCCN(C)C.C1C=CC2N(O)N=NC=2C=1.CN1CCOCC1, predict the reaction product. The product is: [CH3:1][NH:2][C:3]1[N:8]=[C:7]([C:9]2[CH:10]=[CH:11][CH:12]=[CH:13][CH:14]=2)[N:6]=[C:5]([NH:15][C@H:16]2[CH2:17][CH2:18][C@H:19]([C:22]([NH:34][CH2:33][C:28]3[CH:29]=[CH:30][CH:31]=[CH:32][C:27]=3[C:26]([F:25])([F:35])[F:36])=[O:24])[CH2:20][CH2:21]2)[N:4]=1. (7) The product is: [N:1]1([C:5]2[S:6][C@H:7]3[O:13][C@H:12]([CH2:11][F:40])[C@@H:14]([OH:15])[C@H:45]([OH:48])[C@H:8]3[N:9]=2)[CH2:4][CH2:3][CH2:2]1. Given the reactants [N:1]1([C:5]2[S:6][C@H:7]3[O:13][C@@H:12]([CH2:14][OH:15])[C@H:11](C4C=CC=CC=4C([O-])=O)[C@H](C4C=CC=CC=4C([O-])=O)[C@H:8]3[N:9]=2)[CH2:4][CH2:3][CH2:2]1.CCN(S(F)(F)[F:40])CC.CO.[C:45]([O-:48])([O-])=O.[K+].[K+], predict the reaction product. (8) Given the reactants [Br:1][C:2]1[CH:7]=[CH:6][C:5]([C:8]2[O:9][CH:10]=[C:11]([CH2:13]Cl)[N:12]=2)=[CH:4][CH:3]=1.[NH2:15][C:16]1[CH:25]=[CH:24][C:23]2[C:22]([OH:26])=[CH:21][CH:20]=[CH:19][C:18]=2[CH:17]=1.[S:27](O[S:27]([C:30]([F:33])([F:32])[F:31])(=[O:29])=[O:28])([C:30]([F:33])([F:32])[F:31])(=[O:29])=[O:28], predict the reaction product. The product is: [Br:1][C:2]1[CH:7]=[CH:6][C:5]([C:8]2[O:9][CH:10]=[C:11]([CH2:13][O:26][C:22]3[CH:21]=[CH:20][CH:19]=[C:18]4[C:23]=3[CH:24]=[CH:25][C:16]([NH:15][S:27]([C:30]([F:33])([F:32])[F:31])(=[O:29])=[O:28])=[CH:17]4)[N:12]=2)=[CH:4][CH:3]=1.